This data is from Catalyst prediction with 721,799 reactions and 888 catalyst types from USPTO. The task is: Predict which catalyst facilitates the given reaction. (1) Reactant: [CH2:1]([O:8][C:9]1[C:17]2[CH:16]([CH2:18][C:19]([O:21]CC)=[O:20])[O:15][B:14]([OH:24])[C:13]=2[CH:12]=[C:11]([OH:25])[CH:10]=1)[C:2]1[CH:7]=[CH:6][CH:5]=[CH:4][CH:3]=1.[OH-].[Li+].Cl. Product: [CH2:1]([O:8][C:9]1[C:17]2[CH:16]([CH2:18][C:19]([OH:21])=[O:20])[O:15][B:14]([OH:24])[C:13]=2[CH:12]=[C:11]([OH:25])[CH:10]=1)[C:2]1[CH:7]=[CH:6][CH:5]=[CH:4][CH:3]=1. The catalyst class is: 88. (2) Product: [F:1][C:2]1[CH:3]=[C:4]([O:5][CH2:6][CH2:7][C@@H:8]2[CH2:10][C@@H:9]2[CH:11]2[CH2:12][CH2:13][N:14]([C:17]([O:19][C:20]3([CH3:23])[CH2:21][CH2:22]3)=[O:18])[CH2:15][CH2:16]2)[CH:24]=[CH:25][C:26]=1[CH2:27][C:28]([OH:30])=[O:29]. Reactant: [F:1][C:2]1[CH:3]=[C:4]([CH:24]=[CH:25][C:26]=1[CH2:27][C:28]([O:30]C)=[O:29])[O:5][CH2:6][CH2:7][C@@H:8]1[CH2:10][C@@H:9]1[CH:11]1[CH2:16][CH2:15][N:14]([C:17]([O:19][C:20]2([CH3:23])[CH2:22][CH2:21]2)=[O:18])[CH2:13][CH2:12]1.CO.[OH-].[Li+].Cl. The catalyst class is: 30. (3) The catalyst class is: 687. Reactant: [CH3:1][O:2][C:3]1[CH:4]=[C:5]2[C:9](=[CH:10][C:11]=1[N+:12]([O-])=O)[C:8](=[O:15])[N:7]([CH2:16][C:17]([O:19][CH3:20])=[O:18])[C:6]2=[O:21].C(OCC)(=O)C. Product: [NH2:12][C:11]1[CH:10]=[C:9]2[C:5](=[CH:4][C:3]=1[O:2][CH3:1])[C:6](=[O:21])[N:7]([CH2:16][C:17]([O:19][CH3:20])=[O:18])[C:8]2=[O:15].